This data is from HIV replication inhibition screening data with 41,000+ compounds from the AIDS Antiviral Screen. The task is: Binary Classification. Given a drug SMILES string, predict its activity (active/inactive) in a high-throughput screening assay against a specified biological target. (1) The drug is NC12c3c4cccc3Oc3cccc(c31)Oc1cccc(c12)O4. The result is 0 (inactive). (2) The molecule is CC(C)=CCC1(O)C(=O)c2ccccc2C1(O)C(=O)O. The result is 0 (inactive). (3) The molecule is CCCCCCCCCCCCNC(=O)NCC(OCC)OCC. The result is 0 (inactive). (4) The molecule is CCN(C)c1nc(N(C)CC)c2nc(N(C)CC)nc(N(C)CC)c2n1. The result is 0 (inactive). (5) The molecule is Cc1ccc(NC(=O)SCCC(=O)O)cc1. The result is 0 (inactive).